From a dataset of Reaction yield outcomes from USPTO patents with 853,638 reactions. Predict the reaction yield, written as a fraction of the theoretical maximum amount of product (1.0 means a 100% yield; for example, 0.34 means a 34% yield). (1) The reactants are [N+](C1C=CC(CCN)=CC=1)([O-])=O.[CH3:13][O:14][C:15]1[N:20]=[C:19]([NH:21][CH2:22][CH2:23][C:24]2[CH:25]=[N:26][CH:27]=[CH:28][CH:29]=2)[CH:18]=[C:17]([C:30]2[CH:35]=[CH:34][CH:33]=[C:32]([O:36][CH3:37])[CH:31]=2)[N:16]=1.[ClH:38]. The catalyst is CCO.CCOCC. The product is [ClH:38].[CH3:13][O:14][C:15]1[N:20]=[C:19]([NH:21][CH2:22][CH2:23][C:24]2[CH:25]=[N:26][CH:27]=[CH:28][CH:29]=2)[CH:18]=[C:17]([C:30]2[CH:35]=[CH:34][CH:33]=[C:32]([O:36][CH3:37])[CH:31]=2)[N:16]=1. The yield is 0.450. (2) The reactants are [CH2:1]([Li])[CH2:2][CH2:3][CH3:4].ClC(Cl)=C(Cl)C(Cl)=C(Cl)Cl.[CH3:16][N:17]([Si:19]([CH3:22])([CH3:21])Cl)[CH3:18]. No catalyst specified. The product is [CH3:16][N:17]([Si:19]([CH3:22])([CH3:21])[C:1]#[C:2][C:3]#[C:4][Si:19]([N:17]([CH3:18])[CH3:16])([CH3:22])[CH3:21])[CH3:18]. The yield is 0.960. (3) The reactants are [F:1][C:2]1[CH:31]=[CH:30][C:5]([CH2:6][N:7]([CH2:21][C:22]2[CH:27]=[CH:26][C:25]([O:28][CH3:29])=[CH:24][CH:23]=2)[S:8]([C:11]2[CH:20]=[CH:19][C:14]([C:15]([O:17]C)=[O:16])=[CH:13][CH:12]=2)(=[O:10])=[O:9])=[CH:4][CH:3]=1.[OH-].[Na+]. The catalyst is CO.C1COCC1. The product is [F:1][C:2]1[CH:31]=[CH:30][C:5]([CH2:6][N:7]([CH2:21][C:22]2[CH:27]=[CH:26][C:25]([O:28][CH3:29])=[CH:24][CH:23]=2)[S:8]([C:11]2[CH:12]=[CH:13][C:14]([C:15]([OH:17])=[O:16])=[CH:19][CH:20]=2)(=[O:10])=[O:9])=[CH:4][CH:3]=1. The yield is 0.586. (4) The catalyst is C(O)C. The product is [NH2:6][C:5]1[N:31]([C:21]2[C:22]([Cl:30])=[CH:23][C:24]([C:26]([F:27])([F:28])[F:29])=[CH:25][C:20]=2[Cl:19])[N:32]=[C:3]([S:17][CH3:18])[C:4]=1[C:7](=[O:16])[C:8]1[CH:13]=[C:12]([CH3:14])[CH:11]=[CH:10][C:9]=1[CH3:15]. The reactants are CS[C:3]([S:17][CH3:18])=[C:4]([C:7](=[O:16])[C:8]1[CH:13]=[C:12]([CH3:14])[CH:11]=[CH:10][C:9]=1[CH3:15])[C:5]#[N:6].[Cl:19][C:20]1[CH:25]=[C:24]([C:26]([F:29])([F:28])[F:27])[CH:23]=[C:22]([Cl:30])[C:21]=1[NH:31][NH2:32]. The yield is 0.880. (5) The reactants are [Cl:1][C:2]1[CH:3]=[C:4]([N:9]2[C:13](=[O:14])[C@@:12]3([C@H:18]([C:19]4[CH:26]=[CH:25][C:22]([C:23]#[N:24])=[CH:21][CH:20]=4)[CH2:17][NH:16][CH2:15]3)[N:11]([CH3:27])[C:10]2=[O:28])[CH:5]=[C:6]([Cl:8])[CH:7]=1.[CH:29]([C:31]1[S:35][CH:34]=[C:33]([C:36]([O:38][CH3:39])=[O:37])[CH:32]=1)=O.C(N(CC)CC)C.C(O)(=O)C.C(O[BH-](OC(=O)C)OC(=O)C)(=O)C.[Na+]. The catalyst is CC(OC)(C)C. The product is [ClH:1].[CH3:39][O:38][C:36]([C:33]1[CH:32]=[C:31]([CH2:29][N:16]2[CH2:17][C@@H:18]([C:19]3[CH:20]=[CH:21][C:22]([C:23]#[N:24])=[CH:25][CH:26]=3)[C@:12]3([N:11]([CH3:27])[C:10](=[O:28])[N:9]([C:4]4[CH:5]=[C:6]([Cl:8])[CH:7]=[C:2]([Cl:1])[CH:3]=4)[C:13]3=[O:14])[CH2:15]2)[S:35][CH:34]=1)=[O:37]. The yield is 0.880. (6) The yield is 0.330. The catalyst is C(O)C.C(OCC)(=O)C. The reactants are [NH2:1][C:2]([NH:4][C:5]1[C:13]2[C:8](=[C:9]([O:18][CH2:19][C:20]([N:22]([CH3:24])[CH3:23])=[O:21])[CH:10]=[C:11]([CH2:14][CH:15]([CH3:17])[CH3:16])[CH:12]=2)[NH:7][N:6]=1)=[S:3].Br[C:26](OCC)(OCC)[CH3:27].C(=O)([O-])O.[Na+]. The product is [CH2:14]([C:11]1[CH:12]=[C:13]2[C:8](=[C:9]([O:18][CH2:19][C:20]([N:22]([CH3:24])[CH3:23])=[O:21])[CH:10]=1)[NH:7][N:6]=[C:5]2[NH:4][C:2]1[S:3][CH:26]=[CH:27][N:1]=1)[CH:15]([CH3:17])[CH3:16]. (7) The reactants are [CH:1]1([NH:4][C:5]([NH:7][C:8]2[CH:13]=[CH:12][C:11]([C:14]3[C:15]4[CH2:29][NH:28][CH2:27][C:16]=4[N:17]=[C:18]([N:20]4[CH2:25][CH2:24][O:23][CH2:22][C@@H:21]4[CH3:26])[N:19]=3)=[CH:10][CH:9]=2)=[O:6])[CH2:3][CH2:2]1.CCN(CC)CC.[Br:37][CH2:38][C:39](Br)=[O:40]. The catalyst is C(Cl)Cl. The product is [Br:37][CH2:38][C:39]([N:28]1[CH2:29][C:15]2[C:14]([C:11]3[CH:12]=[CH:13][C:8]([NH:7][C:5]([NH:4][CH:1]4[CH2:3][CH2:2]4)=[O:6])=[CH:9][CH:10]=3)=[N:19][C:18]([N:20]3[CH2:25][CH2:24][O:23][CH2:22][C@@H:21]3[CH3:26])=[N:17][C:16]=2[CH2:27]1)=[O:40]. The yield is 0.600. (8) The reactants are C([O:7][CH2:8][C:9]([F:15])([F:14])[S:10]([O-:13])(=[O:12])=[O:11])(=O)C(C)(C)C.[C:16]1([S+:22]([C:29]2[CH:34]=[CH:33][CH:32]=[CH:31][CH:30]=2)[C:23]2[CH:28]=[CH:27][CH:26]=[CH:25][CH:24]=2)[CH:21]=[CH:20][CH:19]=[CH:18][CH:17]=1.[OH-].[Na+].Cl. The product is [F:14][C:9]([F:15])([S:10]([O-:13])(=[O:12])=[O:11])[CH2:8][OH:7].[C:29]1([S+:22]([C:16]2[CH:17]=[CH:18][CH:19]=[CH:20][CH:21]=2)[C:23]2[CH:28]=[CH:27][CH:26]=[CH:25][CH:24]=2)[CH:30]=[CH:31][CH:32]=[CH:33][CH:34]=1. The yield is 0.780. The catalyst is CO.O.